From a dataset of NCI-60 drug combinations with 297,098 pairs across 59 cell lines. Regression. Given two drug SMILES strings and cell line genomic features, predict the synergy score measuring deviation from expected non-interaction effect. Drug 1: CC1C(C(=O)NC(C(=O)N2CCCC2C(=O)N(CC(=O)N(C(C(=O)O1)C(C)C)C)C)C(C)C)NC(=O)C3=C4C(=C(C=C3)C)OC5=C(C(=O)C(=C(C5=N4)C(=O)NC6C(OC(=O)C(N(C(=O)CN(C(=O)C7CCCN7C(=O)C(NC6=O)C(C)C)C)C)C(C)C)C)N)C. Drug 2: COCCOC1=C(C=C2C(=C1)C(=NC=N2)NC3=CC=CC(=C3)C#C)OCCOC.Cl. Cell line: T-47D. Synergy scores: CSS=22.0, Synergy_ZIP=-5.71, Synergy_Bliss=-2.36, Synergy_Loewe=1.23, Synergy_HSA=-0.512.